This data is from Reaction yield outcomes from USPTO patents with 853,638 reactions. The task is: Predict the reaction yield, written as a fraction of the theoretical maximum amount of product (1.0 means a 100% yield; for example, 0.34 means a 34% yield). (1) The product is [NH2:9][C:8]1[CH:7]=[CH:6][C:5]([C:12]([CH3:16])([CH3:15])[C:13]#[N:14])=[CH:4][C:3]=1[O:2][CH3:1]. The reactants are [CH3:1][O:2][C:3]1[CH:4]=[C:5]([C:12]([CH3:16])([CH3:15])[C:13]#[N:14])[CH:6]=[CH:7][C:8]=1[N+:9]([O-])=O. The catalyst is CO.[Pd]. The yield is 0.900. (2) The catalyst is O. The reactants are O=[C:2]1[NH:6][N:5]([C:7]2[CH:8]=[N:9][CH:10]=[CH:11][CH:12]=2)[CH:4]([C:13]([O:15][CH2:16][CH3:17])=[O:14])[CH2:3]1.C(#N)C.P(Cl)(Cl)([Cl:23])=O.C(=O)([O-])[O-].[Na+].[Na+]. The product is [Cl:23][C:2]1[CH2:3][CH:4]([C:13]([O:15][CH2:16][CH3:17])=[O:14])[N:5]([C:7]2[CH:8]=[N:9][CH:10]=[CH:11][CH:12]=2)[N:6]=1. The yield is 0.790. (3) The reactants are C(O[C:4](=[O:10])[C:5]([O:7][CH2:8][CH3:9])=[O:6])C.[O-]CC.[Na+].[C:15]([C:18]1[CH:23]=[CH:22][C:21]([NH:24][C:25]([O:27][C:28]([CH3:31])([CH3:30])[CH3:29])=[O:26])=[CH:20][N:19]=1)(=[O:17])[CH3:16]. The catalyst is C(O)C. The product is [C:28]([O:27][C:25]([NH:24][C:21]1[CH:22]=[CH:23][C:18]([C:15](=[O:17])[CH2:16][C:4](=[O:10])[C:5]([O:7][CH2:8][CH3:9])=[O:6])=[N:19][CH:20]=1)=[O:26])([CH3:31])([CH3:29])[CH3:30]. The yield is 0.148. (4) The reactants are Cl[C:2]1[CH:10]=[CH:9][CH:8]=[C:7]2[C:3]=1[C:4]([NH2:11])=[N:5][NH:6]2.[Cl:12][C:13]1[CH:18]=[CH:17][CH:16]=[CH:15][C:14]=1B(O)O.P([O-])([O-])([O-])=O.[K+].[K+].[K+]. The catalyst is C(O)C.O.C1(C)C=CC=CC=1. The product is [Cl:12][C:13]1[CH:18]=[CH:17][CH:16]=[CH:15][C:14]=1[C:2]1[CH:10]=[CH:9][CH:8]=[C:7]2[C:3]=1[C:4]([NH2:11])=[N:5][NH:6]2. The yield is 0.420. (5) The reactants are [CH2:1]1[C:4]2([O:9][CH2:8][CH:7]([O:10][C:11]3[CH:16]=[CH:15][N:14]=[C:13]([CH2:17]O)[C:12]=3[CH3:19])[CH2:6][O:5]2)[CH2:3][CH2:2]1.C(N(CC)CC)C.CS(Cl)(=O)=O.C(=O)([O-])O.[Na+].[SH:37][C:38]1[NH:39][C:40]2[CH:46]=[CH:45][CH:44]=[CH:43][C:41]=2[N:42]=1. The catalyst is CO.O1CCCC1. The product is [CH2:1]1[C:4]2([O:9][CH2:8][CH:7]([O:10][C:11]3[CH:16]=[CH:15][N:14]=[C:13]([CH2:17][S:37][C:38]4[NH:42][C:41]5[CH:43]=[CH:44][CH:45]=[CH:46][C:40]=5[N:39]=4)[C:12]=3[CH3:19])[CH2:6][O:5]2)[CH2:3][CH2:2]1. The yield is 0.736.